Dataset: Forward reaction prediction with 1.9M reactions from USPTO patents (1976-2016). Task: Predict the product of the given reaction. Given the reactants [Br:1][C:2]1[CH:3]=[C:4]2[C:8](=[CH:9][CH:10]=1)[C:7](=[O:11])[N:6]([C@H:12]([CH:17]([CH3:19])C)[C:13]([O:15][CH3:16])=[O:14])[CH2:5]2.Br[C:21]1C=CC(C(OC)=O)=C(CBr)[CH:22]=1.Cl.COC(=O)C(C1C=CC=CC=1)N, predict the reaction product. The product is: [Br:1][C:2]1[CH:3]=[C:4]2[C:8](=[CH:9][CH:10]=1)[C:7](=[O:11])[N:6]([C:12]1([C:13]([O:15][CH3:16])=[O:14])[CH2:17][CH2:19][CH2:22][CH2:21]1)[CH2:5]2.